From a dataset of Full USPTO retrosynthesis dataset with 1.9M reactions from patents (1976-2016). Predict the reactants needed to synthesize the given product. (1) Given the product [NH2:12][C:13]1[N:14]=[C:10]([NH:9][C:1](=[O:8])[C:2]2[CH:7]=[CH:6][CH:5]=[CH:4][CH:3]=2)[S:11][C:16]=1[C:17]([O:19][CH3:20])=[O:18], predict the reactants needed to synthesize it. The reactants are: [C:1]([N:9]=[C:10]=[S:11])(=[O:8])[C:2]1[CH:7]=[CH:6][CH:5]=[CH:4][CH:3]=1.[N:12]#[C:13][NH2:14].Br[CH2:16][C:17]([O:19][CH3:20])=[O:18].N12CCCN=C1CCCCC2. (2) Given the product [CH3:27][C:26]1[N:28]=[C:29]([C:30]2[CH:35]=[CH:34][CH:33]=[CH:32][CH:31]=2)[N:8]([C:3]2[CH:4]=[CH:5][CH:6]=[CH:7][C:2]=2[CH3:10])[N:9]=1, predict the reactants needed to synthesize it. The reactants are: Cl.[C:2]1([CH3:10])[CH:7]=[CH:6][CH:5]=[CH:4][C:3]=1[NH:8][NH2:9].C(Cl)(Cl)(Cl)Cl.C(N(CC)CC)C.C(O[C:26](=[N:28][C:29](=O)[C:30]1[CH:35]=[CH:34][CH:33]=[CH:32][CH:31]=1)[CH3:27])C. (3) Given the product [F:34][CH:19]([F:18])[O:20][C:21]1[CH:33]=[CH:32][C:24]([O:25][CH:26]2[CH2:27][CH2:28][N:29]([CH2:2][C:3]([NH:5][C@@H:6]3[CH2:11][O:10][C:9]4=[N:12][C:13]([N+:15]([O-:17])=[O:16])=[CH:14][N:8]4[CH2:7]3)=[O:4])[CH2:30][CH2:31]2)=[CH:23][CH:22]=1, predict the reactants needed to synthesize it. The reactants are: Cl[CH2:2][C:3]([NH:5][C@@H:6]1[CH2:11][O:10][C:9]2=[N:12][C:13]([N+:15]([O-:17])=[O:16])=[CH:14][N:8]2[CH2:7]1)=[O:4].[F:18][CH:19]([F:34])[O:20][C:21]1[CH:33]=[CH:32][C:24]([O:25][CH:26]2[CH2:31][CH2:30][NH:29][CH2:28][CH2:27]2)=[CH:23][CH:22]=1.